Dataset: Reaction yield outcomes from USPTO patents with 853,638 reactions. Task: Predict the reaction yield, written as a fraction of the theoretical maximum amount of product (1.0 means a 100% yield; for example, 0.34 means a 34% yield). (1) The reactants are Br[C:2]1[S:6][C:5]([C:7]2[S:8][C:9]3[N:10]=[C:11]([C:15]4[S:16][C:17](Br)=[CH:18][C:19]=4[CH2:20][CH2:21][CH2:22][CH2:23][CH2:24][CH2:25][CH2:26][CH2:27][CH2:28][CH2:29][CH2:30][CH2:31][CH2:32][CH3:33])[S:12][C:13]=3[N:14]=2)=[C:4]([CH2:35][CH2:36][CH2:37][CH2:38][CH2:39][CH2:40][CH2:41][CH2:42][CH2:43][CH2:44][CH2:45][CH2:46][CH2:47][CH3:48])[CH:3]=1.C([Li])CCC.[CH3:54][Sn:55](Cl)([CH3:57])[CH3:56]. The catalyst is C(OCC)C. The product is [CH3:54][Sn:55]([CH3:57])([CH3:56])[C:2]1[S:6][C:5]([C:7]2[S:8][C:9]3[N:10]=[C:11]([C:15]4[S:16][C:17]([Sn:55]([CH3:57])([CH3:56])[CH3:54])=[CH:18][C:19]=4[CH2:20][CH2:21][CH2:22][CH2:23][CH2:24][CH2:25][CH2:26][CH2:27][CH2:28][CH2:29][CH2:30][CH2:31][CH2:32][CH3:33])[S:12][C:13]=3[N:14]=2)=[C:4]([CH2:35][CH2:36][CH2:37][CH2:38][CH2:39][CH2:40][CH2:41][CH2:42][CH2:43][CH2:44][CH2:45][CH2:46][CH2:47][CH3:48])[CH:3]=1. The yield is 1.00. (2) The reactants are C(N(CC)CC)C.[CH3:8][N:9]1[CH2:14][CH2:13][C:12]2[C:15]([CH:18]=[O:19])=[CH:16][S:17][C:11]=2[CH2:10]1.[CH:20](=[N:27][C:28]1[CH:33]=[CH:32][CH:31]=[C:30]([O:34][CH3:35])[CH:29]=1)[C:21]1[CH:26]=[CH:25][CH:24]=[CH:23][CH:22]=1. The catalyst is [Cl-].C([N+]1C(C)=C(CCO)SC=1)C1C=CC=CC=1.C(O)C. The product is [CH3:35][O:34][C:30]1[CH:29]=[C:28]([NH:27][CH:20]([C:21]2[CH:26]=[CH:25][CH:24]=[CH:23][CH:22]=2)[C:18]([C:15]2[C:12]3[CH2:13][CH2:14][N:9]([CH3:8])[CH2:10][C:11]=3[S:17][CH:16]=2)=[O:19])[CH:33]=[CH:32][CH:31]=1. The yield is 0.110. (3) The reactants are [Cl:1][C:2]1[CH:7]=[CH:6][C:5]([C:8](=O)[CH2:9][C:10](=O)[C:11]([F:14])([F:13])[F:12])=[CH:4][CH:3]=1.[NH2:17][C:18]1[C:22]([C:23]2[CH:28]=[CH:27][N:26]=[C:25]([CH3:29])[CH:24]=2)=[CH:21][NH:20][N:19]=1. No catalyst specified. The product is [Cl:1][C:2]1[CH:7]=[CH:6][C:5]([C:8]2[CH:9]=[C:10]([C:11]([F:14])([F:13])[F:12])[N:19]3[N:20]=[CH:21][C:22]([C:23]4[CH:28]=[CH:27][N:26]=[C:25]([CH3:29])[CH:24]=4)=[C:18]3[N:17]=2)=[CH:4][CH:3]=1. The yield is 0.430. (4) The reactants are [CH2:1]([C:7]1[CH:8]=[C:9]([C:13]2[N:17]([CH3:18])[C:16]([C:19]([N:21]3[CH2:26][CH2:25][CH:24]([N:27]4[CH2:31][CH2:30][CH2:29][CH2:28]4)[CH2:23][CH2:22]3)=[O:20])=[C:15](I)[N:14]=2)[CH:10]=[CH:11][CH:12]=1)[CH2:2][CH2:3][CH2:4][CH2:5][CH3:6].[F:33][C:34]1[CH:39]=[CH:38][C:37](B(O)O)=[CH:36][CH:35]=1.P([O-])([O-])([O-])=O.[K+].[K+].[K+]. The catalyst is CN(C=O)C.[Pd].C1(P(C2C=CC=CC=2)C2C=CC=CC=2)C=CC=CC=1.C1(P(C2C=CC=CC=2)C2C=CC=CC=2)C=CC=CC=1.C1(P(C2C=CC=CC=2)C2C=CC=CC=2)C=CC=CC=1.C1(P(C2C=CC=CC=2)C2C=CC=CC=2)C=CC=CC=1. The product is [F:33][C:34]1[CH:39]=[CH:38][C:37]([C:15]2[N:14]=[C:13]([C:9]3[CH:10]=[CH:11][CH:12]=[C:7]([CH2:1][CH2:2][CH2:3][CH2:4][CH2:5][CH3:6])[CH:8]=3)[N:17]([CH3:18])[C:16]=2[C:19]([N:21]2[CH2:22][CH2:23][CH:24]([N:27]3[CH2:31][CH2:30][CH2:29][CH2:28]3)[CH2:25][CH2:26]2)=[O:20])=[CH:36][CH:35]=1. The yield is 0.760. (5) The reactants are [C:1]([O:6][CH2:7][CH:8]1[O:10][CH2:9]1)(=[O:5])[CH2:2][CH2:3][CH3:4].O.C(OCC1C=CC=CC=1)[C@@H]1OC1. The catalyst is CC(O)=O.C1COCC1. The product is [C:1]([O:6][CH2:7][C@H:8]1[O:10][CH2:9]1)(=[O:5])[CH2:2][CH2:3][CH3:4]. The yield is 0.440.